This data is from Full USPTO retrosynthesis dataset with 1.9M reactions from patents (1976-2016). The task is: Predict the reactants needed to synthesize the given product. (1) The reactants are: [C:1]([OH:7])([C:3]([F:6])([F:5])[F:4])=[O:2].C(OC([N:15]1[CH2:18][CH:17]([NH:19][C:20](=[O:39])[CH2:21][NH:22][C:23](=[O:38])[C:24]2[CH:29]=[C:28]([C:30]([F:33])([F:32])[F:31])[CH:27]=[CH:26][C:25]=2[C:34]([F:37])([F:36])[F:35])[CH2:16]1)=O)(C)(C)C. Given the product [OH:7][C:1]([C:3]([F:6])([F:5])[F:4])=[O:2].[NH:15]1[CH2:18][CH:17]([NH:19][C:20]([CH2:21][NH:22][C:23](=[O:38])[C:24]2[CH:29]=[C:28]([C:30]([F:33])([F:32])[F:31])[CH:27]=[CH:26][C:25]=2[C:34]([F:35])([F:37])[F:36])=[O:39])[CH2:16]1, predict the reactants needed to synthesize it. (2) Given the product [Cl:30][C:19]1[CH:20]=[C:21]([C:22]2[C:27]([CH3:28])=[CH:26][CH:25]=[CH:24][C:23]=2[CH3:29])[C:15]2[O:14][CH:13]([CH2:12][NH:34][CH:31]([CH3:33])[CH3:32])[CH2:17][C:16]=2[CH:18]=1, predict the reactants needed to synthesize it. The reactants are: CC1C=CC(S(O[CH2:12][CH:13]2[CH2:17][C:16]3[CH:18]=[C:19]([Cl:30])[CH:20]=[C:21]([C:22]4[C:27]([CH3:28])=[CH:26][CH:25]=[CH:24][C:23]=4[CH3:29])[C:15]=3[O:14]2)(=O)=O)=CC=1.[CH:31]([NH2:34])([CH3:33])[CH3:32]. (3) Given the product [N+:16]([C:9]1[CH:8]=[C:7]([CH:12]=[CH:11][C:10]=1[N+:13]([O-:15])=[O:14])[CH2:6][N:31]1[CH2:30][C@H:29]([CH3:33])[NH:28][C@H:27]([CH3:26])[CH2:32]1)([O-:18])=[O:17], predict the reactants needed to synthesize it. The reactants are: CS(O[CH2:6][C:7]1[CH:12]=[CH:11][C:10]([N+:13]([O-:15])=[O:14])=[C:9]([N+:16]([O-:18])=[O:17])[CH:8]=1)(=O)=O.C(N(CC)CC)C.[CH3:26][C@H:27]1[CH2:32][NH:31][CH2:30][C@@H:29]([CH3:33])[NH:28]1.C(Cl)(Cl)Cl.CO. (4) Given the product [NH2:1][C:2]1[C:17]2[C:16](=[O:18])[C:15]([C:19]([OH:21])=[O:20])=[CH:14][N:7]3[CH2:8][C:9]4([CH2:13][CH2:12][CH2:11]4)[O:10][C:5]([C:6]=23)=[C:4]([NH:40][CH2:39][CH2:38][NH:37][C:32]2[CH:33]=[CH:34][CH:35]=[CH:36][N:31]=2)[C:3]=1[F:23], predict the reactants needed to synthesize it. The reactants are: [NH2:1][C:2]1[C:17]2[C:16](=[O:18])[C:15]([C:19]([OH:21])=[O:20])=[CH:14][N:7]3[CH2:8][C:9]4([CH2:13][CH2:12][CH2:11]4)[O:10][C:5]([C:6]=23)=[C:4](F)[C:3]=1[F:23].C(N(CC)CC)C.[N:31]1[CH:36]=[CH:35][CH:34]=[CH:33][C:32]=1[NH:37][CH2:38][CH2:39][NH2:40]. (5) Given the product [NH2:5][C:6]1[CH:11]=[CH:10][C:9]([S:12]([NH:13][C:14]2[CH:15]=[CH:16][C:17]3[CH2:21][O:20][B:19]([OH:22])[C:18]=3[CH:23]=2)(=[O:24])=[O:25])=[C:8]([CH2:26][C:27]2[O:28][C:29]([CH2:32][CH2:33][CH3:34])=[N:30][N:31]=2)[CH:7]=1, predict the reactants needed to synthesize it. The reactants are: FC(F)(F)C([NH:5][C:6]1[CH:11]=[CH:10][C:9]([S:12](=[O:25])(=[O:24])[NH:13][C:14]2[CH:15]=[CH:16][C:17]3[CH2:21][O:20][B:19]([OH:22])[C:18]=3[CH:23]=2)=[C:8]([CH2:26][C:27]2[O:28][C:29]([CH2:32][CH2:33][CH3:34])=[N:30][N:31]=2)[CH:7]=1)=O. (6) Given the product [NH2:6][C:9]1[CH:14]=[CH:13][C:12]([N:15]2[C:28](=[O:29])[C:18]3=[CH:19][NH:20][C:21]4[C:22]([F:27])=[CH:23][CH:24]=[CH:25][C:26]=4[C:17]3=[N:16]2)=[CH:11][CH:10]=1, predict the reactants needed to synthesize it. The reactants are: O.O.[Sn](Cl)Cl.[N+:6]([C:9]1[CH:14]=[CH:13][C:12]([N:15]2[C:28](=[O:29])[C:18]3=[CH:19][NH:20][C:21]4[C:22]([F:27])=[CH:23][CH:24]=[CH:25][C:26]=4[C:17]3=[N:16]2)=[CH:11][CH:10]=1)([O-])=O.C(OCC)(=O)C.C(=O)(O)[O-].[Na+]. (7) Given the product [Cl:1][C:2]1[N:3]=[N:4][C:5]([C:13]#[C:12][C:10]([CH3:11])([OH:14])[CH3:9])=[CH:6][CH:7]=1, predict the reactants needed to synthesize it. The reactants are: [Cl:1][C:2]1[N:3]=[N:4][C:5](Cl)=[CH:6][CH:7]=1.[CH3:9][C:10]([OH:14])([C:12]#[CH:13])[CH3:11].C(N(CC)CC)C.